The task is: Predict the product of the given reaction.. This data is from Forward reaction prediction with 1.9M reactions from USPTO patents (1976-2016). (1) The product is: [C:21]([O:20][C:18]([NH:1][CH:2]1[CH2:6][CH2:5][C:4]([CH2:7][CH2:8][CH2:9][CH2:10][PH:11](=[O:15])[O:12][CH2:13][CH3:14])=[CH:3]1)=[O:19])([CH3:24])([CH3:23])[CH3:22]. Given the reactants [NH2:1][CH:2]1[CH2:6][CH2:5][C:4]([CH2:7][CH2:8][CH2:9][CH2:10][PH:11](=[O:15])[O:12][CH2:13][CH3:14])=[CH:3]1.[OH-].[Na+].[C:18](O[C:18]([O:20][C:21]([CH3:24])([CH3:23])[CH3:22])=[O:19])([O:20][C:21]([CH3:24])([CH3:23])[CH3:22])=[O:19], predict the reaction product. (2) The product is: [CH2:1]([O:4][N:5]([C@H:18]1[CH2:23][NH:22][C@H:21]([C:31]([NH2:32])=[O:33])[C:20]([CH3:34])=[CH:19]1)[S:6]([C:9]1[CH:14]=[CH:13][CH:12]=[CH:11][C:10]=1[N+:15]([O-:17])=[O:16])(=[O:8])=[O:7])[CH:2]=[CH2:3]. Given the reactants [CH2:1]([O:4][N:5]([C@H:18]1[CH2:23][N:22](C(OC(C)(C)C)=O)[C@H:21]([C:31](=[O:33])[NH2:32])[C:20]([CH3:34])=[CH:19]1)[S:6]([C:9]1[CH:14]=[CH:13][CH:12]=[CH:11][C:10]=1[N+:15]([O-:17])=[O:16])(=[O:8])=[O:7])[CH:2]=[CH2:3], predict the reaction product. (3) Given the reactants [C:1]([C:5]1[CH:24]=[C:23]([F:25])[CH:22]=[CH:21][C:6]=1[O:7][CH2:8][CH:9]1[CH2:12][N:11]([C:13](=[O:20])[CH2:14][C:15]([O:17]CC)=[O:16])[CH2:10]1)([CH3:4])([CH3:3])[CH3:2].[OH-].[Li+].Cl, predict the reaction product. The product is: [C:1]([C:5]1[CH:24]=[C:23]([F:25])[CH:22]=[CH:21][C:6]=1[O:7][CH2:8][CH:9]1[CH2:10][N:11]([C:13](=[O:20])[CH2:14][C:15]([OH:17])=[O:16])[CH2:12]1)([CH3:4])([CH3:2])[CH3:3].